From a dataset of Reaction yield outcomes from USPTO patents with 853,638 reactions. Predict the reaction yield, written as a fraction of the theoretical maximum amount of product (1.0 means a 100% yield; for example, 0.34 means a 34% yield). (1) The catalyst is CO. The reactants are C([NH:9][C:10]([NH:12][C:13]1[CH:18]=[C:17]([N:19]2[CH2:24][C@@H:23]3[CH2:25][C@H:20]2[CH2:21][O:22]3)[CH:16]=[CH:15][C:14]=1[O:26][CH3:27])=[S:11])(=O)C1C=CC=CC=1.C[O-].[Na+]. The product is [CH3:27][O:26][C:14]1[CH:15]=[CH:16][C:17]([N:19]2[CH2:24][C@@H:23]3[CH2:25][C@H:20]2[CH2:21][O:22]3)=[CH:18][C:13]=1[NH:12][C:10]([NH2:9])=[S:11]. The yield is 0.650. (2) The reactants are Cl[C:2]1[N:7]=[C:6]([NH2:8])[C:5]([N+:9]([O-:11])=[O:10])=[C:4]([CH3:12])[N:3]=1.[F:13][C:14]([F:24])([F:23])[C:15]1[CH:22]=[CH:21][C:18]([CH2:19][NH2:20])=[CH:17][CH:16]=1. The catalyst is C(#N)C.C(N(CC)CC)C. The product is [CH3:12][C:4]1[N:3]=[C:2]([NH:20][CH2:19][C:18]2[CH:17]=[CH:16][C:15]([C:14]([F:13])([F:23])[F:24])=[CH:22][CH:21]=2)[N:7]=[C:6]([NH2:8])[C:5]=1[N+:9]([O-:11])=[O:10]. The yield is 0.940. (3) The reactants are [Br:1][C:2]1[C:7]([CH2:8][CH:9]2[CH2:11][CH2:10]2)=[C:6]([CH3:12])[NH:5][C:4](=[O:13])[C:3]=1[CH:14]([CH3:16])[CH3:15].[CH2:17](Br)[C:18]1[CH:23]=[CH:22][CH:21]=[CH:20][CH:19]=1. The catalyst is C1C=CC=CC=1.C(=O)([O-])[O-].[Ag+2]. The product is [CH2:17]([O:13][C:4]1[C:3]([CH:14]([CH3:16])[CH3:15])=[C:2]([Br:1])[C:7]([CH2:8][CH:9]2[CH2:11][CH2:10]2)=[C:6]([CH3:12])[N:5]=1)[C:18]1[CH:23]=[CH:22][CH:21]=[CH:20][CH:19]=1. The yield is 0.720. (4) The catalyst is ClCCl.CO. The reactants are C(O[C:4](=[N:6][C:7](=O)[C:8]1[CH:13]=[C:12]([O:14][CH3:15])[CH:11]=[C:10]([O:16][CH3:17])[CH:9]=1)[CH3:5])C.[NH:19]([C:21]1[N:26]=[CH:25][C:24]([S:27]([NH2:30])(=[O:29])=[O:28])=[CH:23][CH:22]=1)[NH2:20].O. The product is [CH3:15][O:14][C:12]1[CH:13]=[C:8]([C:7]2[N:19]([C:21]3[N:26]=[CH:25][C:24]([S:27]([NH2:30])(=[O:29])=[O:28])=[CH:23][CH:22]=3)[N:20]=[C:4]([CH3:5])[N:6]=2)[CH:9]=[C:10]([O:16][CH3:17])[CH:11]=1. The yield is 0.620. (5) The reactants are [CH2:1]([N:6]1[C:14]2[N:13]=[CH:12][N:11]([CH2:15][CH:16]=[CH2:17])[C:10]=2[C:9](=[O:18])[NH:8][C:7]1=[O:19])[CH2:2][CH2:3][CH2:4][CH3:5].[C:20](=O)([O-])[O-].[K+].[K+].CI. The catalyst is CN(C=O)C. The product is [CH3:20][N:8]1[C:9](=[O:18])[C:10]2[N:11]([CH2:15][CH:16]=[CH2:17])[CH:12]=[N:13][C:14]=2[N:6]([CH2:1][CH2:2][CH2:3][CH2:4][CH3:5])[C:7]1=[O:19]. The yield is 1.00.